From a dataset of Peptide-MHC class I binding affinity with 185,985 pairs from IEDB/IMGT. Regression. Given a peptide amino acid sequence and an MHC pseudo amino acid sequence, predict their binding affinity value. This is MHC class I binding data. The peptide sequence is YKLDISEAT. The MHC is HLA-A11:01 with pseudo-sequence HLA-A11:01. The binding affinity (normalized) is 0.